Task: Regression. Given a peptide amino acid sequence and an MHC pseudo amino acid sequence, predict their binding affinity value. This is MHC class I binding data.. Dataset: Peptide-MHC class I binding affinity with 185,985 pairs from IEDB/IMGT (1) The MHC is HLA-A02:01 with pseudo-sequence HLA-A02:01. The binding affinity (normalized) is 0.872. The peptide sequence is SMFERDFHF. (2) The binding affinity (normalized) is 0.158. The MHC is HLA-A24:02 with pseudo-sequence HLA-A24:02. The peptide sequence is ITDVTTLVV. (3) The peptide sequence is APDPSRLAF. The MHC is HLA-B07:02 with pseudo-sequence HLA-B07:02. The binding affinity (normalized) is 0.645. (4) The MHC is HLA-A02:16 with pseudo-sequence HLA-A02:16. The peptide sequence is KLWIWIGSQ. The binding affinity (normalized) is 0.238. (5) The peptide sequence is SWFITQRNFF. The binding affinity (normalized) is 1.00. The MHC is HLA-A23:01 with pseudo-sequence HLA-A23:01. (6) The MHC is HLA-B15:42 with pseudo-sequence HLA-B15:42. The binding affinity (normalized) is 0.213. The peptide sequence is LMMNGTSAM. (7) The peptide sequence is PPFGDSYVI. The MHC is HLA-B51:01 with pseudo-sequence HLA-B51:01. The binding affinity (normalized) is 0.188. (8) The peptide sequence is LAMTDTTPF. The MHC is HLA-B53:01 with pseudo-sequence HLA-B53:01. The binding affinity (normalized) is 0.580. (9) The binding affinity (normalized) is 0.295. The peptide sequence is YVQMALMKL. The MHC is HLA-A02:06 with pseudo-sequence HLA-A02:06.